Dataset: Forward reaction prediction with 1.9M reactions from USPTO patents (1976-2016). Task: Predict the product of the given reaction. (1) Given the reactants C(OC([NH:8][C:9]1[C:10]([F:35])=[CH:11][C:12]([F:34])=[C:13]([N:15]2[C:24]3[C:19](=[CH:20][CH:21]=[C:22]([C:25]4[C:26]([CH3:31])=[N:27][O:28][C:29]=4[CH3:30])[CH:23]=3)[C:18](=[O:32])[CH:17]=[C:16]2[CH3:33])[CH:14]=1)=O)(C)(C)C.Cl.C(=O)(O)[O-].[Na+].C(OCC)(=O)C, predict the reaction product. The product is: [NH2:8][C:9]1[C:10]([F:35])=[CH:11][C:12]([F:34])=[C:13]([N:15]2[C:24]3[C:19](=[CH:20][CH:21]=[C:22]([C:25]4[C:26]([CH3:31])=[N:27][O:28][C:29]=4[CH3:30])[CH:23]=3)[C:18](=[O:32])[CH:17]=[C:16]2[CH3:33])[CH:14]=1. (2) The product is: [C:4]([O:6][CH3:13])(=[O:5])/[CH:3]=[CH:2]/[C:18]([O:11][CH3:9])=[O:19]. Given the reactants C(O)(=O)/[CH:2]=[CH:3]/[C:4]([OH:6])=[O:5].[C:9](Cl)(=[O:11])C.[C:13](=O)(O)[O-].[Na+].[CH3:18][OH:19], predict the reaction product. (3) Given the reactants Cl[C:2]1[N:7]=[C:6]([C:8]2[CH:9]=[C:10]([C:23]3[N:27]([CH2:28][O:29][CH2:30][CH2:31][Si:32]([CH3:35])([CH3:34])[CH3:33])[C:26]4[CH:36]=[CH:37][CH:38]=[CH:39][C:25]=4[N:24]=3)[C:11](=[O:22])[N:12]([CH2:14][O:15][CH2:16][CH2:17][Si:18]([CH3:21])([CH3:20])[CH3:19])[N:13]=2)[CH:5]=[CH:4][N:3]=1.[NH2:40][CH2:41][CH2:42][N:43]1[CH2:48][CH2:47][O:46][CH2:45][CH2:44]1, predict the reaction product. The product is: [N:43]1([CH2:42][CH2:41][NH:40][C:2]2[N:7]=[C:6]([C:8]3[CH:9]=[C:10]([C:23]4[N:27]([CH2:28][O:29][CH2:30][CH2:31][Si:32]([CH3:34])([CH3:33])[CH3:35])[C:26]5[CH:36]=[CH:37][CH:38]=[CH:39][C:25]=5[N:24]=4)[C:11](=[O:22])[N:12]([CH2:14][O:15][CH2:16][CH2:17][Si:18]([CH3:20])([CH3:21])[CH3:19])[N:13]=3)[CH:5]=[CH:4][N:3]=2)[CH2:48][CH2:47][O:46][CH2:45][CH2:44]1. (4) Given the reactants [C:1]([OH:11])(=O)[CH:2]=[CH:3][C:4]1[CH:9]=[CH:8][CH:7]=[CH:6][CH:5]=1.ClC(Cl)(O[C:16](=[O:22])OC(Cl)(Cl)Cl)Cl.N1C(C)=CC(C)=[CH:26][C:25]=1C.[CH2:33]([O:36][C:37]1[C:48]([O:49][CH3:50])=[C:47]([NH:51][C:52](=[O:91])[C:53]2[CH:58]=[CH:57][C:56]([NH:59][C:60]([C:62]3[CH:67]=[CH:66][C:65]([NH:68][C:69](=[O:84])[C@@H:70]([NH:74][C:75]([C:77]4[CH:82]=[CH:81][C:80]([NH2:83])=[CH:79][N:78]=4)=[O:76])[CH2:71][C:72]#[N:73])=[CH:64][N:63]=3)=[O:61])=[C:55]([O:85][CH3:86])[C:54]=2[O:87][CH2:88][CH:89]=[CH2:90])[CH:46]=[CH:45][C:38]=1[C:39]([O:41][CH2:42][CH:43]=[CH2:44])=[O:40])[CH:34]=[CH2:35].[CH3:92]CN(C(C)C)C(C)C, predict the reaction product. The product is: [CH2:33]([O:36][C:37]1[C:48]([O:49][CH3:50])=[C:47]([NH:51][C:52](=[O:91])[C:53]2[CH:58]=[CH:57][C:56]([NH:59][C:60]([C:62]3[CH:67]=[CH:66][C:65]([NH:68][C:69](=[O:84])[C@@H:70]([NH:74][C:75]([C:77]4[CH:82]=[CH:81][C:80]([NH:83][C:1](=[O:11])/[C:2](/[CH3:92])=[CH:3]/[C:4]5[CH:5]=[CH:6][C:7]([O:22][CH2:16][CH:25]=[CH2:26])=[CH:8][CH:9]=5)=[CH:79][N:78]=4)=[O:76])[CH2:71][C:72]#[N:73])=[CH:64][N:63]=3)=[O:61])=[C:55]([O:85][CH3:86])[C:54]=2[O:87][CH2:88][CH:89]=[CH2:90])[CH:46]=[CH:45][C:38]=1[C:39]([O:41][CH2:42][CH:43]=[CH2:44])=[O:40])[CH:34]=[CH2:35]. (5) Given the reactants [NH2:1][C:2]1[CH:3]=[C:4]([CH:8]=[C:9]([OH:11])[CH:10]=1)[C:5]([OH:7])=[O:6].[C:12]([N:20]=[C:21]=[S:22])(=[O:19])[C:13]1[CH:18]=[CH:17][CH:16]=[CH:15][CH:14]=1, predict the reaction product. The product is: [C:12]([NH:20][C:21]([NH:1][C:2]1[CH:10]=[C:9]([OH:11])[CH:8]=[C:4]([C:5]([OH:7])=[O:6])[CH:3]=1)=[S:22])(=[O:19])[C:13]1[CH:18]=[CH:17][CH:16]=[CH:15][CH:14]=1. (6) Given the reactants [F:1][C:2]1[CH:7]=[CH:6][CH:5]=[C:4]([F:8])[C:3]=1[NH:9][C:10]([C@H:12]1[N:20]([C:21](=[O:48])[C@@H:22]([NH:26][C:27](=[O:47])[C@@H:28]([N:30]([CH2:41][CH2:42][S:43]([CH3:46])(=[O:45])=[O:44])C(=O)OCC2C=CC=CC=2)[CH3:29])[CH:23]([CH3:25])[CH3:24])[C:15]2=[N:16][CH:17]=[CH:18][CH:19]=[C:14]2[CH2:13]1)=[O:11], predict the reaction product. The product is: [F:8][C:4]1[CH:5]=[CH:6][CH:7]=[C:2]([F:1])[C:3]=1[NH:9][C:10]([C@H:12]1[N:20]([C:21](=[O:48])[C@@H:22]([NH:26][C:27](=[O:47])[C@@H:28]([NH:30][CH2:41][CH2:42][S:43]([CH3:46])(=[O:44])=[O:45])[CH3:29])[CH:23]([CH3:24])[CH3:25])[C:15]2=[N:16][CH:17]=[CH:18][CH:19]=[C:14]2[CH2:13]1)=[O:11].